This data is from Full USPTO retrosynthesis dataset with 1.9M reactions from patents (1976-2016). The task is: Predict the reactants needed to synthesize the given product. (1) Given the product [O:3]1[CH2:4][CH2:5][O:1][CH:2]1[C:6]1[CH:7]=[C:8]2[C:12](=[CH:13][CH:14]=1)[NH:11][N:10]=[C:9]2[O:23][CH3:24], predict the reactants needed to synthesize it. The reactants are: [O:1]1[CH2:5][CH2:4][O:3][CH:2]1[C:6]1[CH:7]=[C:8]2[C:12](=[CH:13][CH:14]=1)[N:11](COCC[Si](C)(C)C)[N:10]=[C:9]2[O:23][CH3:24].C(N)CN.[F-].C([N+](CCCC)(CCCC)CCCC)CCC. (2) Given the product [C:26]([NH:30][C:15](=[O:16])[C:14]1[CH:18]=[CH:19][C:11]([C:9]([NH:8][C:5]2[CH:6]=[CH:7][C:2]([Cl:1])=[C:3]([C:20]3[CH:25]=[CH:24][CH:23]=[CH:22][N:21]=3)[CH:4]=2)=[O:10])=[CH:12][CH:13]=1)([CH3:29])([CH3:28])[CH3:27], predict the reactants needed to synthesize it. The reactants are: [Cl:1][C:2]1[CH:7]=[CH:6][C:5]([NH:8][C:9]([C:11]2[CH:19]=[CH:18][C:14]([C:15](O)=[O:16])=[CH:13][CH:12]=2)=[O:10])=[CH:4][C:3]=1[C:20]1[CH:25]=[CH:24][CH:23]=[CH:22][N:21]=1.[C:26]([NH2:30])([CH3:29])([CH3:28])[CH3:27]. (3) Given the product [CH2:16]([O:18][C:19](=[O:23])[CH:20]=[C:21](/[N:15]=[C:11]1/[N:10]([C:3]2[CH:4]=[CH:5][C:6]([O:8][CH3:9])=[CH:7][C:2]=2[CH3:1])[CH2:14][CH2:13][CH2:12]/1)[CH3:22])[CH3:17], predict the reactants needed to synthesize it. The reactants are: [CH3:1][C:2]1[CH:7]=[C:6]([O:8][CH3:9])[CH:5]=[CH:4][C:3]=1[N:10]1[CH2:14][CH2:13][CH2:12][C:11]1=[NH:15].[CH2:16]([O:18][C:19](=[O:23])[C:20]#[C:21][CH3:22])[CH3:17]. (4) Given the product [ClH:38].[F:1][C:2]1[CH:7]=[CH:6][CH:5]=[CH:4][C:3]=1[N:8]1[C:12]([S:13]([C:16]2[CH:17]=[N:18][CH:19]=[CH:20][CH:21]=2)(=[O:14])=[O:15])=[CH:11][C:10]([CH2:22][NH:23][CH3:24])=[N:9]1, predict the reactants needed to synthesize it. The reactants are: [F:1][C:2]1[CH:7]=[CH:6][CH:5]=[CH:4][C:3]=1[N:8]1[C:12]([S:13]([C:16]2[CH:17]=[N:18][CH:19]=[CH:20][CH:21]=2)(=[O:15])=[O:14])=[CH:11][C:10]([CH2:22][N:23](C)[C:24](=O)OC(C)(C)C)=[N:9]1.C(OCC)(=O)C.[ClH:38]. (5) Given the product [Br:1][C:2]1[C:3]([CH3:27])=[N:4][N:5]([CH2:14][CH2:15][S:28]([OH:31])(=[O:30])=[O:29])[C:6]=1[C:7]1[CH:8]=[CH:9][C:10]([F:13])=[CH:11][CH:12]=1, predict the reactants needed to synthesize it. The reactants are: [Br:1][C:2]1[C:3]([CH3:27])=[N:4][N:5]([CH2:14][CH2:15]OS(C2C=CC(C)=CC=2)(=O)=O)[C:6]=1[C:7]1[CH:12]=[CH:11][C:10]([F:13])=[CH:9][CH:8]=1.[S:28]([O-:31])([O-:30])=[O:29].[Na+].[Na+].